Dataset: Reaction yield outcomes from USPTO patents with 853,638 reactions. Task: Predict the reaction yield, written as a fraction of the theoretical maximum amount of product (1.0 means a 100% yield; for example, 0.34 means a 34% yield). (1) The reactants are [Cl:1][C:2]1[C:10]2[C:5](=[CH:6][C:7]([N+:11]([O-])=O)=[CH:8][CH:9]=2)[N:4]([CH2:14][CH2:15][N:16]2[CH2:20][CH2:19][CH2:18][CH2:17]2)[N:3]=1.[Cl-].[NH4+]. The catalyst is C(O)C.[Fe]. The product is [Cl:1][C:2]1[C:10]2[C:5](=[CH:6][C:7]([NH2:11])=[CH:8][CH:9]=2)[N:4]([CH2:14][CH2:15][N:16]2[CH2:17][CH2:18][CH2:19][CH2:20]2)[N:3]=1. The yield is 0.800. (2) The reactants are Cl.[CH3:2][C:3]1[O:7][C:6]([C:8]2[CH:16]=[CH:15][C:11]([C:12](O)=[O:13])=[CH:10][CH:9]=2)=[N:5][C:4]=1[CH2:17][S:18]([C:21]1[CH:26]=[CH:25][C:24]([CH2:27][CH2:28][CH2:29][N:30]2[CH2:35][CH2:34][O:33][CH2:32][CH2:31]2)=[CH:23][CH:22]=1)(=[O:20])=[O:19].CCN=C=NCCCN(C)C.C1C=CC2N(O)N=NC=2C=1.C(N(CC)CC)C.[N:64]1[CH:69]=[CH:68][CH:67]=[C:66]([CH2:70][NH2:71])[CH:65]=1. The catalyst is CN(C)C=O.O. The product is [CH3:2][C:3]1[O:7][C:6]([C:8]2[CH:9]=[CH:10][C:11]([C:12]([NH:71][CH2:70][C:66]3[CH:65]=[N:64][CH:69]=[CH:68][CH:67]=3)=[O:13])=[CH:15][CH:16]=2)=[N:5][C:4]=1[CH2:17][S:18]([C:21]1[CH:22]=[CH:23][C:24]([CH2:27][CH2:28][CH2:29][N:30]2[CH2:35][CH2:34][O:33][CH2:32][CH2:31]2)=[CH:25][CH:26]=1)(=[O:20])=[O:19]. The yield is 0.200. (3) The reactants are [Cl-].O[NH3+:3].[C:4](=[O:7])([O-])[OH:5].[Na+].CS(C)=O.[F:13][C:14]1[C:22]2[O:21][C:20]([CH3:24])([CH3:23])[CH2:19][C:18]=2[CH:17]=[C:16]([N:25]2[C:30](=[O:31])[C:29]([CH2:32][C:33]3[CH:38]=[CH:37][C:36]([C:39]4[C:40]([C:45]#[N:46])=[CH:41][CH:42]=[CH:43][CH:44]=4)=[CH:35][CH:34]=3)=[C:28]([CH2:47][CH2:48][CH3:49])[N:27]=[C:26]2[CH3:50])[CH:15]=1. The catalyst is O.C(OCC)(=O)C. The product is [F:13][C:14]1[C:22]2[O:21][C:20]([CH3:23])([CH3:24])[CH2:19][C:18]=2[CH:17]=[C:16]([N:25]2[C:30](=[O:31])[C:29]([CH2:32][C:33]3[CH:38]=[CH:37][C:36]([C:39]4[CH:44]=[CH:43][CH:42]=[CH:41][C:40]=4[C:45]4[NH:3][C:4](=[O:7])[O:5][N:46]=4)=[CH:35][CH:34]=3)=[C:28]([CH2:47][CH2:48][CH3:49])[N:27]=[C:26]2[CH3:50])[CH:15]=1. The yield is 0.710.